From a dataset of Catalyst prediction with 721,799 reactions and 888 catalyst types from USPTO. Predict which catalyst facilitates the given reaction. The catalyst class is: 4. Reactant: OC[CH2:3][C:4]1[CH:9]=[CH:8][C:7]([C@H:10]2[C@H:15]([O:16][Si:17]([CH:24]([CH3:26])[CH3:25])([CH:21]([CH3:23])[CH3:22])[CH:18]([CH3:20])[CH3:19])[CH2:14][N:13]([C:27]([O:29][CH2:30][C:31]3[CH:36]=[CH:35][CH:34]=[CH:33][CH:32]=3)=[O:28])[CH2:12][C@@H:11]2[O:37][CH2:38][C:39]2[CH:40]=[CH:41][C:42]3[O:47][CH2:46][CH2:45][N:44]([CH2:48][CH2:49][CH2:50][O:51][CH3:52])[C:43]=3[CH:53]=2)=[CH:6][CH:5]=1.[Cl:54]C(N(C)C)=C(C)C.COC(C)(C)C.O. Product: [Cl:54][CH2:3][C:4]1[CH:9]=[CH:8][C:7]([C@H:10]2[C@H:15]([O:16][Si:17]([CH:21]([CH3:22])[CH3:23])([CH:18]([CH3:19])[CH3:20])[CH:24]([CH3:25])[CH3:26])[CH2:14][N:13]([C:27]([O:29][CH2:30][C:31]3[CH:36]=[CH:35][CH:34]=[CH:33][CH:32]=3)=[O:28])[CH2:12][C@@H:11]2[O:37][CH2:38][C:39]2[CH:40]=[CH:41][C:42]3[O:47][CH2:46][CH2:45][N:44]([CH2:48][CH2:49][CH2:50][O:51][CH3:52])[C:43]=3[CH:53]=2)=[CH:6][CH:5]=1.